Dataset: Reaction yield outcomes from USPTO patents with 853,638 reactions. Task: Predict the reaction yield, written as a fraction of the theoretical maximum amount of product (1.0 means a 100% yield; for example, 0.34 means a 34% yield). (1) The reactants are [OH:1][C:2]1[C:9]([CH3:10])=[CH:8][CH:7]=[CH:6][C:3]=1[CH:4]=[O:5].[H-].[Na+].Cl[CH2:14][O:15][CH3:16].[Cl-].[NH4+]. The product is [CH3:14][O:15][CH2:16][O:1][C:2]1[C:9]([CH3:10])=[CH:8][CH:7]=[CH:6][C:3]=1[CH:4]=[O:5]. The yield is 1.00. The catalyst is CN(C)C=O. (2) The reactants are [Cl:1][C:2]1[CH:6]=[N:5][N:4]([CH:7]([CH3:9])[CH3:8])[C:3]=1[C:10]1[CH:11]=[C:12]([NH2:18])[CH:13]=[CH:14][C:15]=1[O:16][CH3:17].[F:19][C:20]1[CH:25]=[CH:24][C:23]([N:26]=[C:27]=[O:28])=[CH:22][CH:21]=1. The catalyst is C(Cl)Cl. The product is [Cl:1][C:2]1[CH:6]=[N:5][N:4]([CH:7]([CH3:9])[CH3:8])[C:3]=1[C:10]1[CH:11]=[C:12]([NH:18][C:27]([NH:26][C:23]2[CH:24]=[CH:25][C:20]([F:19])=[CH:21][CH:22]=2)=[O:28])[CH:13]=[CH:14][C:15]=1[O:16][CH3:17]. The yield is 0.330. (3) The reactants are [CH3:1][O:2][C:3]1[C:12]([C:13]([O:15]CC)=[O:14])=[C:11]([O:18][CH3:19])[C:10]2[C:5](=[CH:6][CH:7]=[CH:8][CH:9]=2)[N:4]=1.Cl. The catalyst is [OH-].[Na+]. The product is [CH3:1][O:2][C:3]1[C:12]([C:13]([OH:15])=[O:14])=[C:11]([O:18][CH3:19])[C:10]2[C:5](=[CH:6][CH:7]=[CH:8][CH:9]=2)[N:4]=1. The yield is 0.500. (4) The reactants are [NH2:1][C:2]1[CH:7]=[C:6]([CH3:8])[CH:5]=[CH:4][C:3]=1[OH:9].Cl[C:11]1[CH:16]=[CH:15][N:14]=[CH:13][CH:12]=1.[OH-].[Na+]. The catalyst is CS(C)=O.C(OCC)(=O)C. The product is [CH3:8][C:6]1[CH:5]=[CH:4][C:3]([O:9][C:11]2[CH:16]=[CH:15][N:14]=[CH:13][CH:12]=2)=[C:2]([NH2:1])[CH:7]=1. The yield is 0.100. (5) The reactants are [NH2:1][C:2]1[CH:20]=[CH:19][C:5]([O:6][C:7]2[C:16]3[NH:15][C:14](=[O:17])[C:13](=[O:18])[NH:12][C:11]=3[N:10]=[CH:9][CH:8]=2)=[CH:4][CH:3]=1.[Cl:21][C:22]1[CH:27]=[CH:26][C:25]([N:28]=[C:29]=[O:30])=[CH:24][C:23]=1[C:31]([F:34])([F:33])[F:32]. No catalyst specified. The product is [Cl:21][C:22]1[CH:27]=[CH:26][C:25]([NH:28][C:29]([NH:1][C:2]2[CH:20]=[CH:19][C:5]([O:6][C:7]3[C:16]4[NH:15][C:14](=[O:17])[C:13](=[O:18])[NH:12][C:11]=4[N:10]=[CH:9][CH:8]=3)=[CH:4][CH:3]=2)=[O:30])=[CH:24][C:23]=1[C:31]([F:32])([F:33])[F:34]. The yield is 0.380.